From a dataset of Full USPTO retrosynthesis dataset with 1.9M reactions from patents (1976-2016). Predict the reactants needed to synthesize the given product. (1) Given the product [NH2:13][C:8]1[CH:7]=[C:6]([N:1]2[CH:5]=[CH:4][CH:3]=[N:2]2)[CH:11]=[CH:10][C:9]=1[NH:12][C:28](=[O:29])[CH:27]([N:24]1[CH:25]=[CH:26][C:21]([C:19]2[CH:20]=[C:15]([Cl:14])[CH:16]=[CH:17][C:18]=2[N:39]2[CH:43]=[N:42][N:41]=[N:40]2)=[CH:22][C:23]1=[O:38])[CH2:31][C:32]1[CH:37]=[CH:36][CH:35]=[CH:34][CH:33]=1, predict the reactants needed to synthesize it. The reactants are: [N:1]1([C:6]2[CH:7]=[C:8]([NH2:13])[C:9]([NH2:12])=[CH:10][CH:11]=2)[CH:5]=[CH:4][CH:3]=[N:2]1.[Cl:14][C:15]1[CH:16]=[CH:17][C:18]([N:39]2[CH:43]=[N:42][N:41]=[N:40]2)=[C:19]([C:21]2[CH:26]=[CH:25][N:24]([CH:27]([CH2:31][C:32]3[CH:37]=[CH:36][CH:35]=[CH:34][CH:33]=3)[C:28](O)=[O:29])[C:23](=[O:38])[CH:22]=2)[CH:20]=1.F[P-](F)(F)(F)(F)F.N1(OC(N(C)C)=[N+](C)C)C2N=CC=CC=2N=N1.C(N(C(C)C)CC)(C)C. (2) The reactants are: [CH3:1][C:2]1[C:6]2=[N:7][CH:8]=[CH:9][CH:10]=[C:5]2[N:4]([NH2:11])[CH:3]=1.[CH3:12][C:13]1[C:18]([C:19](O)=[O:20])=[CH:17][N:16]=[C:15]([C:22]2[CH:27]=[CH:26][CH:25]=[CH:24][N:23]=2)[N:14]=1.CN(C(ON1N=NC2C=CC=NC1=2)=[N+](C)C)C.F[P-](F)(F)(F)(F)F.CCN(C(C)C)C(C)C. Given the product [CH3:1][C:2]1[C:6]2=[N:7][CH:8]=[CH:9][CH:10]=[C:5]2[N:4]([NH:11][C:19]([C:18]2[C:13]([CH3:12])=[N:14][C:15]([C:22]3[CH:27]=[CH:26][CH:25]=[CH:24][N:23]=3)=[N:16][CH:17]=2)=[O:20])[CH:3]=1, predict the reactants needed to synthesize it. (3) Given the product [Br:18][CH2:10][C:7]1[CH:8]=[CH:9][C:4]([S:2]([CH3:1])=[O:3])=[N:5][CH:6]=1, predict the reactants needed to synthesize it. The reactants are: [CH3:1][S:2]([C:4]1[CH:9]=[CH:8][C:7]([CH3:10])=[CH:6][N:5]=1)=[O:3].C1C(=O)N([Br:18])C(=O)C1. (4) Given the product [CH3:9][O:10][C:11]1[CH:16]=[CH:15][C:14]([B:26]2[O:8][C:5]([CH3:7])([CH3:6])[C:2]([CH3:4])([CH3:3])[O:1]2)=[CH:13][C:12]=1[OH:18], predict the reactants needed to synthesize it. The reactants are: [OH:1][C:2]([C:5]([OH:8])([CH3:7])[CH3:6])([CH3:4])[CH3:3].[CH3:9][O:10][C:11]1[CH:16]=[CH:15][C:14](Br)=[CH:13][C:12]=1[OH:18].CCN(CC)CC.[B:26]([O-])([O-])[O-].